From a dataset of Forward reaction prediction with 1.9M reactions from USPTO patents (1976-2016). Predict the product of the given reaction. Given the reactants [C:1]1([C:7]2[CH:31]=[CH:30][C:10]([C:11]([N:13]3[C:19]4[CH:20]=[CH:21][CH:22]=[CH:23][C:18]=4[CH2:17][N:16]4[C:24]([C:27](O)=[O:28])=[CH:25][CH:26]=[C:15]4[CH2:14]3)=[O:12])=[CH:9][C:8]=2[CH3:32])[CH2:6][CH2:5][CH2:4][CH2:3][CH:2]=1.Cl.[CH3:34][O:35][C:36](=[O:41])[C@H:37]([CH2:39][OH:40])[NH2:38].ON1C2C=CC=CC=2N=N1.Cl.C(N=C=N)C.C(N(CC)C(C)C)(C)C, predict the reaction product. The product is: [CH3:34][O:35][C:36](=[O:41])[C@@H:37]([NH:38][C:27]([C:24]1[N:16]2[C:15]([CH2:14][N:13]([C:11](=[O:12])[C:10]3[CH:30]=[CH:31][C:7]([C:1]4[CH2:6][CH2:5][CH2:4][CH2:3][CH:2]=4)=[C:8]([CH3:32])[CH:9]=3)[C:19]3[CH:18]=[CH:23][CH:22]=[CH:21][C:20]=3[CH2:17]2)=[CH:26][CH:25]=1)=[O:28])[CH2:39][OH:40].